Task: Regression/Classification. Given a drug SMILES string, predict its absorption, distribution, metabolism, or excretion properties. Task type varies by dataset: regression for continuous measurements (e.g., permeability, clearance, half-life) or binary classification for categorical outcomes (e.g., BBB penetration, CYP inhibition). Dataset: cyp3a4_veith.. Dataset: CYP3A4 inhibition data for predicting drug metabolism from PubChem BioAssay (1) The result is 0 (non-inhibitor). The drug is O=C(O)CC/C=C\CC[C@@H]1[C@@H](OCc2ccc(-c3ccccc3)cc2)C[C@H](O)[C@@H]1N1CCCCC1. (2) The molecule is COc1ccc2c(c1)CCCC21NC(=O)N(CC(N)=O)C1=O. The result is 0 (non-inhibitor).